Dataset: Catalyst prediction with 721,799 reactions and 888 catalyst types from USPTO. Task: Predict which catalyst facilitates the given reaction. (1) Reactant: [Cl:1][C:2]1[CH:7]=[CH:6][C:5]([N:8]=[C:9]=[O:10])=[CH:4][CH:3]=1.Cl.[O:12]=[C:13]1[CH2:18][O:17][CH2:16][CH2:15][N:14]1[C:19]1[CH:24]=[CH:23][C:22]([NH:25][C:26]([CH:28]2[CH2:32][CH2:31][CH2:30][NH:29]2)=[O:27])=[CH:21][CH:20]=1.C(N(CC)CC)C. Product: [Cl:1][C:2]1[CH:7]=[CH:6][C:5]([NH:8][C:9]([N:29]2[CH2:30][CH2:31][CH2:32][C@@H:28]2[C:26]([NH:25][C:22]2[CH:21]=[CH:20][C:19]([N:14]3[CH2:15][CH2:16][O:17][CH2:18][C:13]3=[O:12])=[CH:24][CH:23]=2)=[O:27])=[O:10])=[CH:4][CH:3]=1. The catalyst class is: 2. (2) Reactant: C([Si](C)(C)[O:6][C:7]1[C:12]([CH3:13])=[CH:11][C:10]([CH:14]2[C:22]3[C:17](=[CH:18][CH:19]=[CH:20][CH:21]=3)[N:16]([CH2:23][C:24]3[CH:29]=[CH:28][CH:27]=[CH:26][C:25]=3[Cl:30])[C:15]2=[O:31])=[CH:9][C:8]=1[CH3:32])(C)(C)C.C[Si]([N-][Si](C)(C)C)(C)C.[K+].[CH3:45][O:46][C:47]1[CH:54]=[CH:53][C:50]([CH2:51]Br)=[CH:49][CH:48]=1.CCCC[N+](CCCC)(CCCC)CCCC.[F-]. Product: [Cl:30][C:25]1[CH:26]=[CH:27][CH:28]=[CH:29][C:24]=1[CH2:23][N:16]1[C:17]2[C:22](=[CH:21][CH:20]=[CH:19][CH:18]=2)[C:14]([C:10]2[CH:9]=[C:8]([CH3:32])[C:7]([OH:6])=[C:12]([CH3:13])[CH:11]=2)([CH2:51][C:50]2[CH:53]=[CH:54][C:47]([O:46][CH3:45])=[CH:48][CH:49]=2)[C:15]1=[O:31]. The catalyst class is: 3. (3) Reactant: [Cl:1][C:2]1[CH:7]=[CH:6][C:5]([S:8]([NH:11][C:12]2[C:13]([C:19]3[N:20]([CH:29]([CH3:31])[CH3:30])[C:21]([C:24](OCC)=[O:25])=[N:22][N:23]=3)=[N:14][CH:15]=[C:16]([Cl:18])[CH:17]=2)(=[O:10])=[O:9])=[CH:4][C:3]=1[C:32]([F:35])([F:34])[F:33].[NH:36]([CH3:38])[CH3:37].CCOC(C)=O. Product: [Cl:1][C:2]1[CH:7]=[CH:6][C:5]([S:8]([NH:11][C:12]2[C:13]([C:19]3[N:20]([CH:29]([CH3:31])[CH3:30])[C:21]([C:24]([N:36]([CH3:38])[CH3:37])=[O:25])=[N:22][N:23]=3)=[N:14][CH:15]=[C:16]([Cl:18])[CH:17]=2)(=[O:10])=[O:9])=[CH:4][C:3]=1[C:32]([F:34])([F:33])[F:35]. The catalyst class is: 1. (4) Reactant: [CH:1]1([Mg]Br)[CH2:3][CH2:2]1.[CH:6]([N:19]1[CH2:22][C:21](=[O:23])[CH2:20]1)([C:13]1[CH:18]=[CH:17][CH:16]=[CH:15][CH:14]=1)[C:7]1[CH:12]=[CH:11][CH:10]=[CH:9][CH:8]=1.C(=O)(O)[O-].[Na+]. Product: [CH:6]([N:19]1[CH2:22][C:21]([CH:1]2[CH2:3][CH2:2]2)([OH:23])[CH2:20]1)([C:13]1[CH:18]=[CH:17][CH:16]=[CH:15][CH:14]=1)[C:7]1[CH:8]=[CH:9][CH:10]=[CH:11][CH:12]=1. The catalyst class is: 7. (5) Reactant: Cl[C:2]1[CH:9]=[C:8]([C:10]([F:13])([F:12])[F:11])[CH:7]=[C:6]([Cl:14])[C:3]=1[C:4]#[N:5].C([O-])(=O)C.[Na+].O.[NH2:21][NH2:22].Cl. Product: [Cl:14][C:6]1[CH:7]=[C:8]([C:10]([F:13])([F:12])[F:11])[CH:9]=[C:2]2[C:3]=1[C:4]([NH2:5])=[N:21][NH:22]2. The catalyst class is: 228. (6) Reactant: [NH2:1][C@H:2]1[C@@H:6]([CH3:7])[O:5][C@@H:4]([N:8]2[CH:16]=[N:15][C:14]3[C:9]2=[N:10][C:11]([O:18][CH:19]2[CH2:23][CH2:22][CH2:21][CH2:20]2)=[N:12][C:13]=3[NH2:17])[C@@H:3]1[OH:24].[C:25](OC(=O)C)(=[O:27])[CH3:26]. Product: [C:25]([NH:1][C@H:2]1[C@@H:6]([CH3:7])[O:5][C@@H:4]([N:8]2[CH:16]=[N:15][C:14]3[C:9]2=[N:10][C:11]([O:18][CH:19]2[CH2:23][CH2:22][CH2:21][CH2:20]2)=[N:12][C:13]=3[NH2:17])[C@@H:3]1[OH:24])(=[O:27])[CH3:26]. The catalyst class is: 17. (7) Reactant: C(Br)=C.[Mg].BrCCBr.[I:9][C:10]1[CH:24]=[CH:23][C:13]([C:14]([C:16]2[CH:21]=[CH:20][C:19]([I:22])=[CH:18][CH:17]=2)=O)=[CH:12][CH:11]=1.[Cl-].[NH4+].[O:27]1CC[CH2:29][CH2:28]1. Product: [I:9][C:10]1[CH:24]=[CH:23][C:13]([C:14]([C:16]2[CH:21]=[CH:20][C:19]([I:22])=[CH:18][CH:17]=2)=[CH:29][CH2:28][OH:27])=[CH:12][CH:11]=1. The catalyst class is: 48. (8) Reactant: [C:1](/[N:3]=[C:4](\SC)/[NH:5][C:6]1[CH:11]=[C:10]([Cl:12])[CH:9]=[C:8]([Cl:13])[CH:7]=1)#[N:2].C[Si](C)(C)[NH:18][O:19][Si](C)(C)C. Product: [Cl:12][C:10]1[CH:11]=[C:6]([NH:5][C:4]2[O:19][N:18]=[C:1]([NH2:2])[N:3]=2)[CH:7]=[C:8]([Cl:13])[CH:9]=1. The catalyst class is: 53. (9) Product: [CH2:2]([O:4][C:5]1[CH:10]=[CH:9][C:8]([CH2:11][CH2:12]/[CH:13]=[CH:58]/[C@H:55]2[CH2:54][CH2:53][C@H:52]([C:49]3[CH:50]=[CH:51][C:46]([O:45][CH2:41][CH3:42])=[C:47]([F:61])[C:48]=3[F:60])[CH2:57][CH2:56]2)=[C:7]([F:33])[C:6]=1[F:34])[CH3:3]. The catalyst class is: 1. Reactant: [Br-].[CH2:2]([O:4][C:5]1[CH:10]=[CH:9][C:8]([CH2:11][CH2:12][CH2:13][P+](C2C=CC=CC=2)(C2C=CC=CC=2)C2C=CC=CC=2)=[C:7]([F:33])[C:6]=1[F:34])[CH3:3].CC(C)([O-])C.[K+].[CH2:41]([O:45][C:46]1[CH:51]=[CH:50][C:49]([C@H:52]2[CH2:57][CH2:56][C@H:55]([CH:58]=O)[CH2:54][CH2:53]2)=[C:48]([F:60])[C:47]=1[F:61])[CH2:42]CC.O.